From a dataset of Forward reaction prediction with 1.9M reactions from USPTO patents (1976-2016). Predict the product of the given reaction. (1) Given the reactants [F:1][C:2]1[CH:3]=[CH:4][C:5]([O:21][CH3:22])=[C:6]([C:8]([CH3:20])([CH3:19])[CH2:9][C:10]([OH:18])([C:14]([F:17])([F:16])[F:15])[C:11](O)=[O:12])[CH:7]=1.[OH-].[Na+].[NH2:25][C:26]1[CH:31]=[CH:30][CH:29]=[CH:28][CH:27]=1.[H-].[Na+], predict the reaction product. The product is: [C:26]1([NH:25][C:11](=[O:12])[C:10]([OH:18])([C:14]([F:15])([F:16])[F:17])[CH2:9][C:8]([C:6]2[CH:7]=[C:2]([F:1])[CH:3]=[CH:4][C:5]=2[O:21][CH3:22])([CH3:20])[CH3:19])[CH:31]=[CH:30][CH:29]=[CH:28][CH:27]=1. (2) The product is: [Br:22][CH2:13][C:12]1[C:11]([F:14])=[CH:10][C:4]([C:5]([O:7][CH2:8][CH3:9])=[O:6])=[CH:3][C:2]=1[Cl:1]. Given the reactants [Cl:1][C:2]1[CH:3]=[C:4]([CH:10]=[C:11]([F:14])[C:12]=1[CH3:13])[C:5]([O:7][CH2:8][CH3:9])=[O:6].C1C(=O)N([Br:22])C(=O)C1.CC(N=NC(C#N)(C)C)(C#N)C, predict the reaction product.